This data is from Forward reaction prediction with 1.9M reactions from USPTO patents (1976-2016). The task is: Predict the product of the given reaction. (1) Given the reactants [F:1][C:2]1[C:3]([C:9]([O:11][CH2:12][CH3:13])=[O:10])=[N:4][CH:5]=[C:6]([OH:8])[CH:7]=1.Br[CH2:15][CH:16]1[CH2:18][CH2:17]1, predict the reaction product. The product is: [CH:16]1([CH2:15][O:8][C:6]2[CH:7]=[C:2]([F:1])[C:3]([C:9]([O:11][CH2:12][CH3:13])=[O:10])=[N:4][CH:5]=2)[CH2:18][CH2:17]1. (2) The product is: [CH2:11]([O:14][C:2]1[C:3]([C:9]#[N:10])=[N:4][C:5]([F:8])=[CH:6][N:7]=1)[CH:12]=[CH2:13]. Given the reactants F[C:2]1[C:3]([C:9]#[N:10])=[N:4][C:5]([F:8])=[CH:6][N:7]=1.[CH2:11]([OH:14])[CH:12]=[CH2:13].C(N(CC)CC)C.C1(C)C=CC=CC=1, predict the reaction product. (3) Given the reactants [Br:1][C:2]1[CH:7]=[CH:6][C:5]([S:8](Cl)(=[O:10])=[O:9])=[C:4]([O:12][CH3:13])[CH:3]=1.BrC1C=C(OC)C=CC=1S(Cl)(=O)=O.CCN(CC)CC.[NH2:34][C@H:35]1[CH2:40][CH2:39][C@H:38]([OH:41])[CH2:37][CH2:36]1, predict the reaction product. The product is: [Br:1][C:2]1[CH:7]=[CH:6][C:5]([S:8]([NH:34][C@H:35]2[CH2:40][CH2:39][C@H:38]([OH:41])[CH2:37][CH2:36]2)(=[O:10])=[O:9])=[C:4]([O:12][CH3:13])[CH:3]=1.